Dataset: Full USPTO retrosynthesis dataset with 1.9M reactions from patents (1976-2016). Task: Predict the reactants needed to synthesize the given product. (1) Given the product [C:27]([C:26]1[CH:30]=[CH:31][C:32]([C:2]2[CH:3]=[CH:4][C:5]3[O:9][C:8]([CH:10]4[CH2:15][CH2:14][N:13]([C:16]([O:18][C:19]([CH3:21])([CH3:20])[CH3:22])=[O:17])[CH2:12][CH2:11]4)=[N:7][C:6]=3[CH:23]=2)=[CH:33][C:25]=1[Cl:24])(=[O:28])[NH2:29], predict the reactants needed to synthesize it. The reactants are: Br[C:2]1[CH:3]=[CH:4][C:5]2[O:9][C:8]([CH:10]3[CH2:15][CH2:14][N:13]([C:16]([O:18][C:19]([CH3:22])([CH3:21])[CH3:20])=[O:17])[CH2:12][CH2:11]3)=[N:7][C:6]=2[CH:23]=1.[Cl:24][C:25]1[CH:33]=[C:32](B2OC(C)(C)C(C)(C)O2)[CH:31]=[CH:30][C:26]=1[C:27]([NH2:29])=[O:28]. (2) Given the product [CH3:26][O:15][CH:14]([O:19][CH3:18])[CH2:13][O:12][CH2:11][CH2:10][O:9][CH2:8][CH2:7][O:6][CH2:5][CH2:4][O:3][CH2:25][CH2:24][O:23][C:20](=[O:22])[CH3:21], predict the reactants needed to synthesize it. The reactants are: [H-].[Na+].[OH:3][CH2:4][CH2:5][O:6][CH2:7][CH2:8][O:9][CH2:10][CH2:11][O:12][CH2:13][CH2:14][OH:15].BrC[CH:18]=[O:19].[C:20]([O:23][CH2:24][CH3:25])(=[O:22])[CH3:21].[CH2:26]1COCC1. (3) Given the product [Br:9][C:10]1[CH:17]=[CH:16][C:13]([CH2:14][N:6]2[CH2:5][C@@H:4]([CH3:8])[NH:3][C@@H:2]([CH3:1])[CH2:7]2)=[CH:12][C:11]=1[CH2:18][N:19]1[CH2:24][CH2:23][O:22][CH2:21][C@@H:20]1[CH3:25], predict the reactants needed to synthesize it. The reactants are: [CH3:1][C@H:2]1[CH2:7][NH:6][CH2:5][C@@H:4]([CH3:8])[NH:3]1.[Br:9][C:10]1[CH:17]=[CH:16][C:13]([CH:14]=O)=[CH:12][C:11]=1[CH2:18][N:19]1[CH2:24][CH2:23][O:22][CH2:21][C@@H:20]1[CH3:25].C(O[BH-](OC(=O)C)OC(=O)C)(=O)C.[Na+]. (4) The reactants are: [CH2:1]([C:8]1[CH:9]=[C:10]([CH:33]=[CH:34][C:35]=1[NH:36][S:37]([C:40]1[CH:45]=[CH:44][C:43]([CH3:46])=[CH:42][CH:41]=1)(=[O:39])=[O:38])[O:11][C:12]1[CH:13]=[CH:14][C:15]([NH:22][S:23]([C:26]2[CH:31]=[CH:30][C:29]([CH3:32])=[CH:28][CH:27]=2)(=[O:25])=[O:24])=[C:16]([CH:21]=1)[C:17]([O:19]C)=[O:18])[C:2]1[CH:7]=[CH:6][CH:5]=[CH:4][CH:3]=1. Given the product [CH2:1]([C:8]1[CH:9]=[C:10]([CH:33]=[CH:34][C:35]=1[NH:36][S:37]([C:40]1[CH:41]=[CH:42][C:43]([CH3:46])=[CH:44][CH:45]=1)(=[O:39])=[O:38])[O:11][C:12]1[CH:13]=[CH:14][C:15]([NH:22][S:23]([C:26]2[CH:31]=[CH:30][C:29]([CH3:32])=[CH:28][CH:27]=2)(=[O:24])=[O:25])=[C:16]([CH:21]=1)[C:17]([OH:19])=[O:18])[C:2]1[CH:3]=[CH:4][CH:5]=[CH:6][CH:7]=1, predict the reactants needed to synthesize it. (5) Given the product [C:1]1([CH3:16])[CH:2]=[CH:3][C:4]([S:7]([N:10]([CH2:12][C:13]([NH:23][C@H:22]([C:21]([OH:31])=[O:20])[CH2:24][C:25]2[CH:26]=[CH:27][N:28]=[CH:29][CH:30]=2)=[O:15])[CH3:11])(=[O:8])=[O:9])=[CH:5][CH:6]=1, predict the reactants needed to synthesize it. The reactants are: [C:1]1([CH3:16])[CH:6]=[CH:5][C:4]([S:7]([N:10]([CH2:12][C:13]([OH:15])=O)[CH3:11])(=[O:9])=[O:8])=[CH:3][CH:2]=1.Cl.Cl.C[O:20][C:21](=[O:31])[C@H:22]([CH2:24][C:25]1[CH:30]=[CH:29][N:28]=[CH:27][CH:26]=1)[NH2:23].